The task is: Predict the reaction yield, written as a fraction of the theoretical maximum amount of product (1.0 means a 100% yield; for example, 0.34 means a 34% yield).. This data is from Reaction yield outcomes from USPTO patents with 853,638 reactions. The reactants are [H-].[Na+].[C:3]1(=[O:10])[NH:8][C:7](=[O:9])[CH2:6][CH2:5][CH2:4]1.Br[CH2:12][CH2:13][O:14][C:15]1[CH:24]=[C:23]2[C:18]([C:19]([NH:25][C:26]3[CH:31]=[CH:30][C:29]([Cl:32])=[CH:28][C:27]=3[F:33])=[N:20][CH:21]=[N:22]2)=[CH:17][C:16]=1[O:34][CH3:35]. The catalyst is CN(C=O)C. The product is [Cl:32][C:29]1[CH:30]=[CH:31][C:26]([NH:25][C:19]2[C:18]3[C:23](=[CH:24][C:15]([O:14][CH2:13][CH2:12][N:8]4[C:7](=[O:9])[CH2:6][CH2:5][CH2:4][C:3]4=[O:10])=[C:16]([O:34][CH3:35])[CH:17]=3)[N:22]=[CH:21][N:20]=2)=[C:27]([F:33])[CH:28]=1. The yield is 0.550.